This data is from Reaction yield outcomes from USPTO patents with 853,638 reactions. The task is: Predict the reaction yield, written as a fraction of the theoretical maximum amount of product (1.0 means a 100% yield; for example, 0.34 means a 34% yield). (1) The reactants are Br[C:2]1[CH:3]=[C:4]([C:8]2([C:19]3[CH:24]=[CH:23][N:22]=[CH:21][CH:20]=3)[C:16]3[C:11](=[C:12]([F:17])[CH:13]=[CH:14][CH:15]=3)[C:10]([NH2:18])=[N:9]2)[CH:5]=[CH:6][CH:7]=1.[Cl:25][C:26]1[CH:27]=[C:28](B(O)O)[CH:29]=[CH:30][CH:31]=1. No catalyst specified. The product is [Cl:25][C:26]1[CH:31]=[C:30]([C:2]2[CH:7]=[CH:6][CH:5]=[C:4]([C:8]3([C:19]4[CH:20]=[CH:21][N:22]=[CH:23][CH:24]=4)[C:16]4[C:11](=[C:12]([F:17])[CH:13]=[CH:14][CH:15]=4)[C:10]([NH2:18])=[N:9]3)[CH:3]=2)[CH:29]=[CH:28][CH:27]=1. The yield is 0.380. (2) The reactants are [F-].C([N+](CCCC)(CCCC)CCCC)CCC.[Si]([O:26][C@@H:27]([CH2:39][O:40][CH:41]([CH3:43])[CH3:42])[C:28]([NH:30][C:31]1[CH:36]=[CH:35][C:34]([S:37][CH3:38])=[CH:33][N:32]=1)=[O:29])(C(C)(C)C)(C)C. The catalyst is O1CCCC1. The product is [OH:26][C@@H:27]([CH2:39][O:40][CH:41]([CH3:43])[CH3:42])[C:28]([NH:30][C:31]1[CH:36]=[CH:35][C:34]([S:37][CH3:38])=[CH:33][N:32]=1)=[O:29]. The yield is 0.880. (3) The reactants are [Br:1][C:2]1[NH:10][C:9]2[C:8](=[O:11])[NH:7][C:6](=[O:12])[N:5]([CH3:13])[C:4]=2[N:3]=1.Br[CH2:15][C:16]1[CH:21]=[CH:20][C:19]([Cl:22])=[CH:18][CH:17]=1.C(=O)([O-])[O-].[K+].[K+]. The catalyst is CN(C=O)C.C(OCC)(=O)C. The product is [Br:1][C:2]1[N:10]([CH2:15][C:16]2[CH:21]=[CH:20][C:19]([Cl:22])=[CH:18][CH:17]=2)[C:9]2[C:8](=[O:11])[NH:7][C:6](=[O:12])[N:5]([CH3:13])[C:4]=2[N:3]=1. The yield is 0.649. (4) The reactants are [ClH:1].CCOCC.[CH3:7][N:8]([CH2:26][C:27]1[CH:36]=[CH:35][C:34]2[C:29](=[CH:30][CH:31]=[CH:32][CH:33]=2)[C:28]=1[CH2:37][CH2:38][CH3:39])[C:9](=[O:25])/[CH:10]=[CH:11]/[C:12]1[CH:24]=[N:23][C:15]2[NH:16][C:17](=[O:22])[CH2:18][N:19]([CH3:21])[CH2:20][C:14]=2[CH:13]=1. The catalyst is C(Cl)Cl. The product is [ClH:1].[CH3:7][N:8]([CH2:26][C:27]1[CH:36]=[CH:35][C:34]2[C:29](=[CH:30][CH:31]=[CH:32][CH:33]=2)[C:28]=1[CH2:37][CH2:38][CH3:39])[C:9](=[O:25])/[CH:10]=[CH:11]/[C:12]1[CH:24]=[N:23][C:15]2[NH:16][C:17](=[O:22])[CH2:18][N:19]([CH3:21])[CH2:20][C:14]=2[CH:13]=1. The yield is 0.730.